Dataset: Forward reaction prediction with 1.9M reactions from USPTO patents (1976-2016). Task: Predict the product of the given reaction. (1) The product is: [Cl:11][C:12]1[CH:13]=[CH:14][C:15](/[CH:18]=[N:19]/[N:20]2[CH:2]=[C:3]([C:5]3[S:6][C:7]([Cl:10])=[CH:8][CH:9]=3)[N:22]=[C:21]2[NH2:23])=[CH:16][CH:17]=1. Given the reactants Br[CH2:2][C:3]([C:5]1[S:6][C:7]([Cl:10])=[CH:8][CH:9]=1)=O.[Cl:11][C:12]1[CH:17]=[CH:16][C:15](/[CH:18]=[N:19]/[NH:20][C:21](=[NH:23])[NH2:22])=[CH:14][CH:13]=1, predict the reaction product. (2) Given the reactants [ClH:1].Cl.C1(NC(C2C3C=C(C4C([Cl:24])=CN=C(NCCC5CCNCC5)N=4)SC=3C=CC=2)=O)CC1.[CH:34]1([NH:37][C:38]([C:40]2[C:48]3[CH:47]=[C:46]([C:49]4[C:54]([Br:55])=[CH:53][N:52]=[C:51]([Cl:56])[N:50]=4)[S:45][C:44]=3[CH:43]=[CH:42][CH:41]=2)=[O:39])[CH2:36][CH2:35]1.C(OC([N:64]1[CH2:69][CH2:68][N:67]([CH2:70][CH2:71][NH2:72])[CH2:66][CH2:65]1)=O)(C)(C)C, predict the reaction product. The product is: [ClH:24].[ClH:56].[ClH:1].[CH:34]1([NH:37][C:38]([C:40]2[C:48]3[CH:47]=[C:46]([C:49]4[C:54]([Br:55])=[CH:53][N:52]=[C:51]([NH:72][CH2:71][CH2:70][N:67]5[CH2:68][CH2:69][NH:64][CH2:65][CH2:66]5)[N:50]=4)[S:45][C:44]=3[CH:43]=[CH:42][CH:41]=2)=[O:39])[CH2:36][CH2:35]1. (3) Given the reactants [CH3:1][O:2][C:3](=[O:22])[C:4]1[CH:9]=[C:8]([CH:10]([OH:13])[CH2:11][CH3:12])[C:7]([C:14]([F:17])([F:16])[F:15])=[CH:6][C:5]=1[NH:18]C(=O)C.O.[C:24]1(C)[CH:29]=CC(S(O)(=O)=O)=C[CH:25]=1, predict the reaction product. The product is: [CH3:1][O:2][C:3](=[O:22])[C:4]1[CH:9]=[C:8]([CH:10]([O:13][CH2:25][CH2:24][CH3:29])[CH2:11][CH3:12])[C:7]([C:14]([F:15])([F:16])[F:17])=[CH:6][C:5]=1[NH2:18]. (4) Given the reactants [Cl:1][C:2]1[CH:7]=[CH:6][CH:5]=[C:4]([F:8])[C:3]=1[CH2:9][NH:10][C@H:11]1[CH2:15][CH2:14][N:13]([C:16]([O:18][C:19]([CH3:22])([CH3:21])[CH3:20])=[O:17])[CH2:12]1.Br[CH2:24][C:25]([O:27][CH3:28])=[O:26].C(=O)([O-])O.[Na+].[I-].[K+], predict the reaction product. The product is: [Cl:1][C:2]1[CH:7]=[CH:6][CH:5]=[C:4]([F:8])[C:3]=1[CH2:9][N:10]([CH2:24][C:25]([O:27][CH3:28])=[O:26])[C@H:11]1[CH2:15][CH2:14][N:13]([C:16]([O:18][C:19]([CH3:22])([CH3:21])[CH3:20])=[O:17])[CH2:12]1. (5) Given the reactants [I:1][C:2]1[CH:3]=[C:4]2[C:9](=[CH:10][CH:11]=1)[N:8]=[CH:7][NH:6][C:5]2=O.P(Cl)(Cl)(Cl)=O.C(N(CC)CC)C.[NH2:25][C:26]1[CH:31]=[CH:30][CH:29]=[CH:28][CH:27]=1, predict the reaction product. The product is: [I:1][C:2]1[CH:3]=[C:4]2[C:9](=[CH:10][CH:11]=1)[N:8]=[CH:7][N:6]=[C:5]2[NH:25][C:26]1[CH:31]=[CH:30][CH:29]=[CH:28][CH:27]=1. (6) The product is: [NH2:9][C:4]1[C:3]([N+:12]([O-:14])=[O:13])=[C:2]([CH3:1])[CH:7]=[CH:6][C:5]=1[OH:8]. Given the reactants [CH3:1][C:2]1[CH:7]=[CH:6][C:5]([OH:8])=[C:4]([N+:9]([O-])=O)[C:3]=1[N+:12]([O-:14])=[O:13].[Cl-].[NH4+], predict the reaction product. (7) Given the reactants FC(F)(F)C([NH:5][CH2:6][CH:7]1[CH2:11][CH2:10][N:9]([C:12]([O:14][C:15]([CH3:18])([CH3:17])[CH3:16])=[O:13])[CH2:8]1)=O.[OH-].[Na+], predict the reaction product. The product is: [NH2:5][CH2:6][CH:7]1[CH2:11][CH2:10][N:9]([C:12]([O:14][C:15]([CH3:18])([CH3:17])[CH3:16])=[O:13])[CH2:8]1.